Dataset: Forward reaction prediction with 1.9M reactions from USPTO patents (1976-2016). Task: Predict the product of the given reaction. (1) Given the reactants [C:1]([C:5]1[CH:10]=[CH:9][CH:8]=[C:7]([C:11]([CH3:14])([CH3:13])[CH3:12])[C:6]=1[OH:15])([CH3:4])([CH3:3])[CH3:2].C(=O)([O-])[O-].[K+].[K+].Cl[C:23]1[CH:28]=[CH:27][C:26]([N+:29]([O-:31])=[O:30])=[CH:25][CH:24]=1, predict the reaction product. The product is: [C:11]([C:7]1[CH:8]=[C:9]([C:23]2[CH:28]=[CH:27][C:26]([N+:29]([O-:31])=[O:30])=[CH:25][CH:24]=2)[CH:10]=[C:5]([C:1]([CH3:4])([CH3:3])[CH3:2])[C:6]=1[OH:15])([CH3:14])([CH3:13])[CH3:12]. (2) Given the reactants [Cl:1][C:2]1[CH:7]=[C:6]([Cl:8])[CH:5]=[CH:4][C:3]=1[CH2:9][CH2:10][NH:11][C:12]1[N:17]=[C:16]([CH3:18])[N:15]=[C:14]([C:19]2[CH:20]=[C:21]([C:25]([CH3:29])([CH3:28])[C:26]#[N:27])[CH:22]=[CH:23][CH:24]=2)[CH:13]=1.[N:30]([Sn](CCCC)(CCCC)CCCC)=[N+:31]=[N-:32], predict the reaction product. The product is: [Cl:1][C:2]1[CH:7]=[C:6]([Cl:8])[CH:5]=[CH:4][C:3]=1[CH2:9][CH2:10][NH:11][C:12]1[CH:13]=[C:14]([C:19]2[CH:24]=[CH:23][CH:22]=[C:21]([C:25]([CH3:29])([C:26]3[N:30]=[N:31][NH:32][N:27]=3)[CH3:28])[CH:20]=2)[N:15]=[C:16]([CH3:18])[N:17]=1. (3) Given the reactants CC1(C)COB([C:8]2[CH:22]=[CH:21][C:11]([N:12]([CH2:17][CH:18]([CH3:20])[CH3:19])[CH2:13][CH:14]([CH3:16])[CH3:15])=[C:10]([N+:23]([O-:25])=[O:24])[CH:9]=2)OC1.Br[C:28]1[CH:37]=[C:36]([CH3:38])[CH:35]=[CH:34][C:29]=1[C:30]([O:32][CH3:33])=[O:31].C(=O)([O-])[O-].[Cs+].[Cs+], predict the reaction product. The product is: [CH2:17]([N:12]([CH2:13][CH:14]([CH3:15])[CH3:16])[C:11]1[CH:21]=[CH:22][C:8]([C:28]2[C:29]([C:30]([O:32][CH3:33])=[O:31])=[CH:34][CH:35]=[C:36]([CH3:38])[CH:37]=2)=[CH:9][C:10]=1[N+:23]([O-:25])=[O:24])[CH:18]([CH3:19])[CH3:20]. (4) Given the reactants [CH2:1]([O:8][C:9]1[CH:13]=[CH:12][S:11][C:10]=1[C:14](N(OC)C)=[O:15])[C:2]1[CH:7]=[CH:6][CH:5]=[CH:4][CH:3]=1.[CH3:20][Mg]Br, predict the reaction product. The product is: [CH2:1]([O:8][C:9]1[CH:13]=[CH:12][S:11][C:10]=1[C:14](=[O:15])[CH3:20])[C:2]1[CH:3]=[CH:4][CH:5]=[CH:6][CH:7]=1. (5) Given the reactants [C:13]1(PCCCCP[C:13]2[CH:18]=[CH:17][CH:16]=[CH:15][CH:14]=2)[CH:18]=[CH:17][CH:16]=[CH:15][CH:14]=1.[CH2:19]([N:26]1[CH2:35][CH2:34][C:33]2[C:32](Cl)=[N:31][C:30]([CH3:37])=[N:29][C:28]=2[CH2:27]1)[C:20]1[CH:25]=[CH:24][CH:23]=[CH:22][CH:21]=1.C1(B(O)O)C=CC=CC=1.C(=O)([O-])[O-].[Na+].[Na+], predict the reaction product. The product is: [CH2:19]([N:26]1[CH2:35][CH2:34][C:33]2[C:32]([C:13]3[CH:14]=[CH:15][CH:16]=[CH:17][CH:18]=3)=[N:31][C:30]([CH3:37])=[N:29][C:28]=2[CH2:27]1)[C:20]1[CH:21]=[CH:22][CH:23]=[CH:24][CH:25]=1. (6) Given the reactants [NH2:1][C:2]1[CH:10]=[C:9]([F:11])[CH:8]=[CH:7][C:3]=1[C:4]([OH:6])=O.CCN=C=NCCCN(C)C.C1C=CC2N(O)N=NC=2C=1.CCN(C(C)C)C(C)C.[CH3:42][C:43]([NH2:47])([C:45]#[CH:46])[CH3:44], predict the reaction product. The product is: [NH2:1][C:2]1[CH:10]=[C:9]([F:11])[CH:8]=[CH:7][C:3]=1[C:4]([NH:47][C:43]([CH3:44])([C:45]#[CH:46])[CH3:42])=[O:6]. (7) Given the reactants [NH2:1][C:2]1[CH:7]=[CH:6][CH:5]=[CH:4][C:3]=1[N:8]1[C:12]2[CH:13]=[CH:14][CH:15]=[CH:16][C:11]=2[NH:10][C:9]1=O, predict the reaction product. The product is: [CH:13]1[C:12]2[N:8]3[C:3]4[CH:4]=[CH:5][CH:6]=[CH:7][C:2]=4[NH:1][C:9]3=[N:10][C:11]=2[CH:16]=[CH:15][CH:14]=1. (8) Given the reactants [C:1]([OH:12])(=O)/[CH:2]=[CH:3]/[CH2:4][CH2:5][CH2:6][CH2:7][CH2:8][CH2:9][CH3:10].[NH:13]1[CH2:18][CH2:17][CH:16]([C:19]#[N:20])[CH2:15][CH2:14]1, predict the reaction product. The product is: [C:1]([N:13]1[CH2:18][CH2:17][CH:16]([C:19]#[N:20])[CH2:15][CH2:14]1)(=[O:12])/[CH:2]=[CH:3]/[CH2:4][CH2:5][CH2:6][CH2:7][CH2:8][CH2:9][CH3:10].